This data is from Forward reaction prediction with 1.9M reactions from USPTO patents (1976-2016). The task is: Predict the product of the given reaction. (1) Given the reactants [Br:1][C:2]1[CH:3]=[N:4][C:5]([C:8]2[CH:13]=[CH:12][C:11]([CH2:14][C@H:15]([NH:30][C:31]([C:33]3[S:34][C:35]([C:38]([CH3:41])([CH3:40])[CH3:39])=[CH:36][CH:37]=3)=[O:32])[C:16]([N:18]3[CH2:22][CH2:21][CH2:20][C@H:19]3[C:23]([O:25]C(C)(C)C)=[O:24])=[O:17])=[CH:10][CH:9]=2)=[N:6][CH:7]=1, predict the reaction product. The product is: [Br:1][C:2]1[CH:3]=[N:4][C:5]([C:8]2[CH:13]=[CH:12][C:11]([CH2:14][C@H:15]([NH:30][C:31]([C:33]3[S:34][C:35]([C:38]([CH3:41])([CH3:40])[CH3:39])=[CH:36][CH:37]=3)=[O:32])[C:16]([N:18]3[CH2:22][CH2:21][CH2:20][C@H:19]3[C:23]([OH:25])=[O:24])=[O:17])=[CH:10][CH:9]=2)=[N:6][CH:7]=1. (2) Given the reactants [C:1]([O:5][C:6]([N:8]([CH2:12][C:13]1[CH:14]=[C:15]([CH2:20][C:21](O)=[O:22])[CH:16]=[CH:17][C:18]=1[Cl:19])[CH:9]1[CH2:11][CH2:10]1)=[O:7])([CH3:4])([CH3:3])[CH3:2].[CH2:24]([NH2:26])[CH3:25], predict the reaction product. The product is: [C:1]([O:5][C:6](=[O:7])[N:8]([CH2:12][C:13]1[CH:14]=[C:15]([CH2:20][C:21](=[O:22])[NH:26][CH2:24][CH3:25])[CH:16]=[CH:17][C:18]=1[Cl:19])[CH:9]1[CH2:11][CH2:10]1)([CH3:3])([CH3:4])[CH3:2]. (3) The product is: [OH:60][CH:59]([CH:57]([OH:58])[C:56]([OH:65])=[O:64])[C:61]([OH:63])=[O:62].[F:1][C:2]1[C:7]([F:8])=[CH:6][CH:5]=[CH:4][C:3]=1[CH2:9][CH2:10][C:11]1[N:16]([CH2:17][C:18]([N:20]([CH2:34][C:35]2[CH:40]=[CH:39][C:38]([C:41]3[CH:42]=[CH:43][C:44]([C:47]([F:50])([F:48])[F:49])=[CH:45][CH:46]=3)=[CH:37][CH:36]=2)[CH:21]2[CH2:22][CH2:23][N:24]([C:27]([CH3:32])([CH3:33])[C:28]([O:30][CH3:31])=[O:29])[CH2:25][CH2:26]2)=[O:19])[C:15]2[N:51]=[CH:52][CH:53]=[CH:54][C:14]=2[C:13](=[O:55])[N:12]=1. Given the reactants [F:1][C:2]1[C:7]([F:8])=[CH:6][CH:5]=[CH:4][C:3]=1[CH2:9][CH2:10][C:11]1[N:16]([CH2:17][C:18]([N:20]([CH2:34][C:35]2[CH:40]=[CH:39][C:38]([C:41]3[CH:46]=[CH:45][C:44]([C:47]([F:50])([F:49])[F:48])=[CH:43][CH:42]=3)=[CH:37][CH:36]=2)[CH:21]2[CH2:26][CH2:25][N:24]([C:27]([CH3:33])([CH3:32])[C:28]([O:30][CH3:31])=[O:29])[CH2:23][CH2:22]2)=[O:19])[C:15]2[N:51]=[CH:52][CH:53]=[CH:54][C:14]=2[C:13](=[O:55])[N:12]=1.[C:56]([OH:65])(=[O:64])[C@@H:57]([C@H:59]([C:61]([OH:63])=[O:62])[OH:60])[OH:58], predict the reaction product. (4) Given the reactants [H-].[Na+].[CH3:3][S:4]([NH2:7])(=[O:6])=[O:5].[Cl:8][C:9]1[CH:14]=[CH:13][C:12]([N:15]2[CH2:20][CH2:19][O:18][CH2:17][CH2:16]2)=[CH:11][C:10]=1[CH:21]1[CH2:30][C:29]([CH3:32])([CH3:31])[C:28]2[C:23](=[CH:24][CH:25]=[C:26]([C:33](O)=[O:34])[CH:27]=2)[NH:22]1.C(N1C=CN=C1)(N1C=CN=C1)=O, predict the reaction product. The product is: [Cl:8][C:9]1[CH:14]=[CH:13][C:12]([N:15]2[CH2:20][CH2:19][O:18][CH2:17][CH2:16]2)=[CH:11][C:10]=1[CH:21]1[CH2:30][C:29]([CH3:31])([CH3:32])[C:28]2[C:23](=[CH:24][CH:25]=[C:26]([C:33]([NH:7][S:4]([CH3:3])(=[O:6])=[O:5])=[O:34])[CH:27]=2)[NH:22]1.